This data is from Forward reaction prediction with 1.9M reactions from USPTO patents (1976-2016). The task is: Predict the product of the given reaction. (1) Given the reactants [Br:1][C:2]1[CH:13]=[CH:12][C:5]([C:6](N(OC)C)=[O:7])=[C:4]([F:14])[CH:3]=1.[CH3:15][Mg]Cl.OS([O-])(=O)=O.[Na+].O, predict the reaction product. The product is: [Br:1][C:2]1[CH:13]=[CH:12][C:5]([C:6](=[O:7])[CH3:15])=[C:4]([F:14])[CH:3]=1. (2) Given the reactants [CH3:1][O:2][C:3]([NH:5][C@@H:6]1[CH:14]2[C:15](=[O:22])[CH2:16][C@H:17]([C:19](O)=[O:20])[CH2:18][N:12]3[C:13]2=[C:9]([CH:10]=[CH:11]3)[CH2:8][CH2:7]1)=[O:4].[Br:23][C:24]1[CH:33]=[CH:32][C:27]([C:28]([NH:30][NH2:31])=[O:29])=[CH:26][CH:25]=1.CCN(C(C)C)C(C)C.CN(C(ON1N=NC2C=CC=NC1=2)=[N+](C)C)C.F[P-](F)(F)(F)(F)F, predict the reaction product. The product is: [Br:23][C:24]1[CH:33]=[CH:32][C:27]([C:28]([NH:30][NH:31][C:19]([C@@H:17]2[CH2:18][N:12]3[C:13]4[CH:14]([C@@H:6]([NH:5][C:3](=[O:4])[O:2][CH3:1])[CH2:7][CH2:8][C:9]=4[CH:10]=[CH:11]3)[C:15](=[O:22])[CH2:16]2)=[O:20])=[O:29])=[CH:26][CH:25]=1. (3) Given the reactants [CH3:1][C:2]1[CH:10]=[C:9](C)[CH:8]=[C:7]([CH3:12])[C:3]=1[C:4](Cl)=[O:5].[OH:13]/[N:14]=[C:15](/[C:17]1[CH:25]=[CH:24][C:20]2[O:21][CH2:22][O:23][C:19]=2[CH:18]=1)\[NH2:16].C(Cl)Cl.CCOCC.[CH3:34][CH2:35][CH2:36]CC, predict the reaction product. The product is: [CH3:12][C:7]1[CH:8]=[CH:9][C:10]2[C:2](=[CH:1][CH:34]=[CH:35][CH:36]=2)[C:3]=1[C:4]([O:13]/[N:14]=[C:15](/[C:17]1[CH:25]=[CH:24][C:20]2[O:21][CH2:22][O:23][C:19]=2[CH:18]=1)\[NH2:16])=[O:5]. (4) Given the reactants [F:1][C:2]1[CH:7]=[CH:6][C:5]([O:8][C:9]2[CH:10]=[C:11]([CH:14]=[CH:15][CH:16]=2)[C:12]#[N:13])=[CH:4][CH:3]=1.C1COCC1.[H-].[Al+3].[Li+].[H-].[H-].[H-].[OH-].[Na+], predict the reaction product. The product is: [F:1][C:2]1[CH:7]=[CH:6][C:5]([O:8][C:9]2[CH:10]=[C:11]([CH:14]=[CH:15][CH:16]=2)[CH2:12][NH2:13])=[CH:4][CH:3]=1. (5) Given the reactants [Cl:1][C:2]1[S:6][C:5]([S:7]([NH:10][C:11]2[CH:19]=[CH:18][C:14]([C:15]([OH:17])=[O:16])=[C:13]([OH:20])[CH:12]=2)(=[O:9])=[O:8])=[CH:4][C:3]=1[C:21]1[CH:26]=[CH:25][CH:24]=[C:23]([F:27])[CH:22]=1.[CH3:28][O:29][CH2:30][CH:31](O)[CH2:32][CH3:33], predict the reaction product. The product is: [Cl:1][C:2]1[S:6][C:5]([S:7]([NH:10][C:11]2[CH:19]=[CH:18][C:14]([C:15]([O:17][CH:31]([CH2:30][O:29][CH3:28])[CH2:32][CH3:33])=[O:16])=[C:13]([OH:20])[CH:12]=2)(=[O:8])=[O:9])=[CH:4][C:3]=1[C:21]1[CH:26]=[CH:25][CH:24]=[C:23]([F:27])[CH:22]=1. (6) Given the reactants [Cl:1][C:2]1[C:23]([Cl:24])=[C:22]([N+:25]([O-])=O)[CH:21]=[CH:20][C:3]=1[O:4][CH2:5][C:6]1[CH:11]=[CH:10][N:9]=[C:8]([NH:12][C:13]([N:15]2[CH2:19][CH2:18][CH2:17][CH2:16]2)=[O:14])[CH:7]=1, predict the reaction product. The product is: [NH2:25][C:22]1[CH:21]=[CH:20][C:3]([O:4][CH2:5][C:6]2[CH:11]=[CH:10][N:9]=[C:8]([NH:12][C:13]([N:15]3[CH2:16][CH2:17][CH2:18][CH2:19]3)=[O:14])[CH:7]=2)=[C:2]([Cl:1])[C:23]=1[Cl:24]. (7) Given the reactants CO.[C:3]([O:7][C@H:8]([C:13]1[C:14]([CH3:40])=[N:15][C:16]2[N:17]([N:31]=[C:32]([C:34]3[CH:39]=[CH:38][CH:37]=[CH:36][CH:35]=3)[CH:33]=2)[C:18]=1[C:19]1[C:20]([CH3:30])=[C:21]2[C:26](=[C:27]([F:29])[CH:28]=1)[O:25][CH2:24][CH2:23][CH2:22]2)[C:9]([O:11]C)=[O:10])([CH3:6])([CH3:5])[CH3:4], predict the reaction product. The product is: [C:3]([O:7][C@H:8]([C:13]1[C:14]([CH3:40])=[N:15][C:16]2[N:17]([N:31]=[C:32]([C:34]3[CH:35]=[CH:36][CH:37]=[CH:38][CH:39]=3)[CH:33]=2)[C:18]=1[C:19]1[C:20]([CH3:30])=[C:21]2[C:26](=[C:27]([F:29])[CH:28]=1)[O:25][CH2:24][CH2:23][CH2:22]2)[C:9]([OH:11])=[O:10])([CH3:6])([CH3:5])[CH3:4]. (8) Given the reactants Cl[CH2:2][C:3]([N:5]([C:25]1[CH:30]=[CH:29][CH:28]=[CH:27][CH:26]=1)[C:6]1[CH:14]=[CH:13][CH:12]=[C:11]2[C:7]=1[CH:8]=[CH:9][N:10]2[Si:15]([CH:22]([CH3:24])[CH3:23])([CH:19]([CH3:21])[CH3:20])[CH:16]([CH3:18])[CH3:17])=[O:4].[CH3:31][NH2:32], predict the reaction product. The product is: [CH3:31][NH:32][CH2:2][C:3]([N:5]([C:25]1[CH:30]=[CH:29][CH:28]=[CH:27][CH:26]=1)[C:6]1[CH:14]=[CH:13][CH:12]=[C:11]2[C:7]=1[CH:8]=[CH:9][N:10]2[Si:15]([CH:22]([CH3:24])[CH3:23])([CH:19]([CH3:21])[CH3:20])[CH:16]([CH3:18])[CH3:17])=[O:4].